The task is: Predict which catalyst facilitates the given reaction.. This data is from Catalyst prediction with 721,799 reactions and 888 catalyst types from USPTO. (1) Reactant: [C:1]([C:3]1[CH:8]=[CH:7][C:6]([NH:9][CH2:10][C:11]2[N:15]([CH3:16])[C:14]3[CH:17]=[CH:18][C:19]([C@@:21]([NH2:30])([C:23]([N:25]4[CH2:29][CH2:28][CH2:27][CH2:26]4)=[O:24])[CH3:22])=[CH:20][C:13]=3[N:12]=2)=[CH:5][CH:4]=1)#[N:2].I[CH2:32][C:33]([O:35][CH2:36][CH3:37])=[O:34].C(=O)([O-])[O-].[K+].[K+]. Product: [C:1]([C:3]1[CH:4]=[CH:5][C:6]([NH:9][CH2:10][C:11]2[N:15]([CH3:16])[C:14]3[CH:17]=[CH:18][C:19]([C@@:21]([NH:30][CH2:32][C:33]([O:35][CH2:36][CH3:37])=[O:34])([C:23]([N:25]4[CH2:29][CH2:28][CH2:27][CH2:26]4)=[O:24])[CH3:22])=[CH:20][C:13]=3[N:12]=2)=[CH:7][CH:8]=1)#[N:2]. The catalyst class is: 21. (2) Reactant: [CH2:1]([N:8]1[CH2:12][C@H:11]([C:13]2[CH:18]=[CH:17][C:16]([Cl:19])=[C:15]([Cl:20])[CH:14]=2)[C@@H:10]([CH2:21]OS(C2C=CC(C)=CC=2)(=O)=O)[CH2:9]1)[C:2]1[CH:7]=[CH:6][CH:5]=[CH:4][CH:3]=1.[CH2:33]([NH2:35])[CH3:34]. Product: [CH2:1]([N:8]1[CH2:12][C@H:11]([C:13]2[CH:18]=[CH:17][C:16]([Cl:19])=[C:15]([Cl:20])[CH:14]=2)[C@@H:10]([CH2:21][NH:35][CH2:33][CH3:34])[CH2:9]1)[C:2]1[CH:3]=[CH:4][CH:5]=[CH:6][CH:7]=1. The catalyst class is: 1. (3) Product: [Br:15][C:16]1[N:21]=[C:20]([CH:22]([C:2]2[C:3]([Cl:9])=[N:4][C:5]([Cl:8])=[N:6][CH:7]=2)[OH:23])[CH:19]=[CH:18][CH:17]=1. Reactant: Br[C:2]1[C:3]([Cl:9])=[N:4][C:5]([Cl:8])=[N:6][CH:7]=1.C([Mg]Cl)(C)C.[Br:15][C:16]1[N:21]=[C:20]([CH:22]=[O:23])[CH:19]=[CH:18][CH:17]=1. The catalyst class is: 1. (4) Reactant: [F:1][C:2]1[CH:3]=[C:4]([S:8]([C:11]2[CH:20]=[C:19]3[C:14]([CH:15](O)[CH2:16][CH2:17][O:18]3)=[CH:13][CH:12]=2)(=[O:10])=[O:9])[CH:5]=[CH:6][CH:7]=1.[CH:22]([C:33]([O:35][CH2:36][CH3:37])=[O:34])([C:28]([O:30][CH2:31][CH3:32])=[O:29])[C:23]([O:25][CH2:26][CH3:27])=[O:24].P(C)(C)C.CC(OC(/N=N/C(OC(C)C)=O)=O)C. Product: [CH2:31]([O:30][C:28](=[O:29])[C:22]([C:33]([O:35][CH2:36][CH3:37])=[O:34])([CH:15]1[C:14]2[C:19](=[CH:20][C:11]([S:8]([C:4]3[CH:5]=[CH:6][CH:7]=[C:2]([F:1])[CH:3]=3)(=[O:9])=[O:10])=[CH:12][CH:13]=2)[O:18][CH2:17][CH2:16]1)[C:23]([O:25][CH2:26][CH3:27])=[O:24])[CH3:32]. The catalyst class is: 182. (5) Reactant: C[O:2][C:3](=O)[CH2:4][C:5]([F:8])([F:7])[F:6].O.[NH2:11][NH2:12]. Product: [F:6][C:5]([F:8])([F:7])[CH2:4][C:3]([NH:11][NH2:12])=[O:2]. The catalyst class is: 5. (6) Reactant: C(OC([N:6]1[CH2:18][CH2:17][C:9]2[C:10]3[CH:15]=[N:14][CH:13]=[N:12][C:11]=3[S:16][C:8]=2[CH2:7]1)=O)C.O.[OH-].[Na+]. Product: [N:12]1[C:11]2[S:16][C:8]3[CH2:7][NH:6][CH2:18][CH2:17][C:9]=3[C:10]=2[CH:15]=[N:14][CH:13]=1. The catalyst class is: 14. (7) Reactant: [NH2:1][C:2]([NH2:4])=[S:3].Br[CH2:6][C:7]([CH:9]1[CH2:22][C:21]2[C:20]3[C:15](=[CH:16][CH:17]=[C:18]([O:23][CH3:24])[CH:19]=3)[N:14]=[CH:13][C:12]=2[O:11][CH2:10]1)=O.N. Product: [CH3:24][O:23][C:18]1[CH:19]=[C:20]2[C:15](=[CH:16][CH:17]=1)[N:14]=[CH:13][C:12]1[O:11][CH2:10][CH:9]([C:7]3[N:1]=[C:2]([NH2:4])[S:3][CH:6]=3)[CH2:22][C:21]2=1. The catalyst class is: 8. (8) Reactant: Cl[C:2]1[N:7]=[C:6]([C:8]2[N:9]([CH:14]([CH3:16])[CH3:15])[C:10]([CH3:13])=[N:11][CH:12]=2)[CH:5]=[CH:4][N:3]=1.[NH2:17][C@H:18]1[CH2:23][CH2:22][C@H:21]([NH:24][C:25](=[O:31])[O:26][C:27]([CH3:30])([CH3:29])[CH3:28])[CH2:20][CH2:19]1.C(N(CC)CC)C. Product: [CH3:13][C:10]1[N:9]([CH:14]([CH3:16])[CH3:15])[C:8]([C:6]2[CH:5]=[CH:4][N:3]=[C:2]([NH:17][C@H:18]3[CH2:23][CH2:22][C@H:21]([NH:24][C:25](=[O:31])[O:26][C:27]([CH3:29])([CH3:28])[CH3:30])[CH2:20][CH2:19]3)[N:7]=2)=[CH:12][N:11]=1. The catalyst class is: 41.